From a dataset of Reaction yield outcomes from USPTO patents with 853,638 reactions. Predict the reaction yield, written as a fraction of the theoretical maximum amount of product (1.0 means a 100% yield; for example, 0.34 means a 34% yield). (1) The reactants are [C:1]([C:5]1[CH:25]=[CH:24][C:8]([C:9]([NH:11][CH2:12][CH2:13][C:14]2[CH:19]=[CH:18][CH:17]=[C:16]([C:20]([F:23])([F:22])[F:21])[CH:15]=2)=O)=[C:7]([Cl:26])[CH:6]=1)([CH3:4])([CH3:3])[CH3:2].Cl.[OH-].[Na+]. The yield is 0.810. The catalyst is C1COCC1. The product is [C:1]([C:5]1[CH:25]=[CH:24][C:8]([CH2:9][NH:11][CH2:12][CH2:13][C:14]2[CH:19]=[CH:18][CH:17]=[C:16]([C:20]([F:23])([F:22])[F:21])[CH:15]=2)=[C:7]([Cl:26])[CH:6]=1)([CH3:4])([CH3:2])[CH3:3]. (2) The reactants are [C:1]12([C:11]3[CH:21]=[CH:20][C:14]([O:15][CH2:16][C:17]([OH:19])=O)=[CH:13][CH:12]=3)[CH2:10][CH:5]3[CH2:6][CH:7]([CH2:9][CH:3]([CH2:4]3)[CH2:2]1)[CH2:8]2.[F:22][C:23]([F:34])([F:33])[C:24]1[N:28]2[CH2:29][CH2:30][NH:31][CH2:32][C:27]2=[N:26][N:25]=1. No catalyst specified. The product is [C:1]12([C:11]3[CH:12]=[CH:13][C:14]([O:15][CH2:16][C:17]([N:31]4[CH2:30][CH2:29][N:28]5[C:24]([C:23]([F:34])([F:22])[F:33])=[N:25][N:26]=[C:27]5[CH2:32]4)=[O:19])=[CH:20][CH:21]=3)[CH2:2][CH:3]3[CH2:4][CH:5]([CH2:6][CH:7]([CH2:9]3)[CH2:8]1)[CH2:10]2. The yield is 0.781. (3) The catalyst is ClCCl.C(OCC)(=O)C. The product is [CH2:12]([N:11]([CH2:10][C@H:9]([NH:8][C:45]([O:56][CH2:57][C:58]1[S:62][CH:61]=[N:60][CH:59]=1)=[O:63])[CH2:31][C:32]1[CH:33]=[CH:34][CH:35]=[CH:36][CH:37]=1)[CH2:14][C@@H:15]([NH:23][C:24]([O:26][CH2:27][C:28]1[S:62][CH:61]=[N:60][CH:59]=1)=[O:25])[CH2:16][C:17]1[CH:22]=[CH:21][CH:20]=[CH:19][CH:18]=1)[CH3:13]. The reactants are C(OC([NH:8][C@H:9]([CH2:31][C:32]1[CH:37]=[CH:36][CH:35]=[CH:34][CH:33]=1)[CH2:10][N:11]([CH2:14][C@@H:15]([NH:23][C:24]([O:26][C:27](C)(C)[CH3:28])=[O:25])[CH2:16][C:17]1[CH:22]=[CH:21][CH:20]=[CH:19][CH:18]=1)[CH2:12][CH3:13])=O)(C)(C)C.FC(F)(F)C(O)=O.[C:45](=[O:63])([O:56][CH2:57][C:58]1[S:62][CH:61]=[N:60][CH:59]=1)OC1C=CC([N+]([O-])=O)=CC=1. The yield is 0.320. (4) The reactants are [C:1]1([C:34]2[CH:39]=[CH:38][CH:37]=[CH:36][CH:35]=2)[CH:6]=[CH:5][CH:4]=[C:3]([N:7]([CH2:15][C:16]2[CH:33]=[CH:32][C:19]3/[C:20](=[CH:29]/[C:30]#[N:31])/[C:21]4[CH:28]=[CH:27][CH:26]=[CH:25][C:22]=4[CH2:23][CH2:24][C:18]=3[CH:17]=2)[C:8](=[O:14])[CH2:9][C:10]([O:12]C)=[O:11])[CH:2]=1.[OH-].[Na+].Cl. The catalyst is C(O)C. The product is [C:1]1([C:34]2[CH:35]=[CH:36][CH:37]=[CH:38][CH:39]=2)[CH:6]=[CH:5][CH:4]=[C:3]([N:7]([CH2:15][C:16]2[CH:33]=[CH:32][C:19]3/[C:20](=[CH:29]/[C:30]#[N:31])/[C:21]4[CH:28]=[CH:27][CH:26]=[CH:25][C:22]=4[CH2:23][CH2:24][C:18]=3[CH:17]=2)[C:8](=[O:14])[CH2:9][C:10]([OH:12])=[O:11])[CH:2]=1. The yield is 0.600. (5) The product is [CH3:1][C:2]1[CH:7]=[C:6]([CH3:8])[NH:5][C:4](=[O:9])[C:3]=1[CH2:10][NH:11][C:12]([C:14]1[C:15]2[CH:25]=[N:24][N:23]([CH:26]([CH3:27])[CH3:28])[C:16]=2[N:17]=[C:18]([C:20]([NH:34][CH3:33])=[O:21])[CH:19]=1)=[O:13]. The reactants are [CH3:1][C:2]1[CH:7]=[C:6]([CH3:8])[NH:5][C:4](=[O:9])[C:3]=1[CH2:10][NH:11][C:12]([C:14]1[CH:19]=[C:18]([C:20](O)=[O:21])[N:17]=[C:16]2[N:23]([CH:26]([CH3:28])[CH3:27])[N:24]=[CH:25][C:15]=12)=[O:13].CN.C1C[N:34]([P+](ON2N=NC3C=CC=CC2=3)(N2CCCC2)N2CCCC2)[CH2:33]C1.F[P-](F)(F)(F)(F)F.O. The catalyst is CS(C)=O.CO.C(Cl)Cl. The yield is 0.0800.